From a dataset of Retrosynthesis with 50K atom-mapped reactions and 10 reaction types from USPTO. Predict the reactants needed to synthesize the given product. (1) Given the product CC(c1ccc(Cl)cc1)N1CCNC1=NC#N, predict the reactants needed to synthesize it. The reactants are: CC(Cl)c1ccc(Cl)cc1.N#CN=C1NCCN1. (2) Given the product CCN(Cc1cnc[nH]1)c1ccnc(Cc2ccccc2)n1, predict the reactants needed to synthesize it. The reactants are: CCN(Cc1cnc[nH]1)c1cc(Cl)nc(Cc2ccccc2)n1.